Dataset: Catalyst prediction with 721,799 reactions and 888 catalyst types from USPTO. Task: Predict which catalyst facilitates the given reaction. (1) Reactant: C([O:8][C:9]1[C:14](=[O:15])[N:13]=[C:12]([CH2:16][C:17]2([C:23]3[CH:28]=[CH:27][CH:26]=[CH:25][CH:24]=3)[CH2:22][CH2:21][CH2:20][CH2:19][CH2:18]2)[N:11]2[CH2:29][CH2:30][N:31]([CH:34]([CH3:36])[CH3:35])[C:32](=[O:33])[C:10]=12)C1C=CC=CC=1.Cl. Product: [OH:8][C:9]1[C:14](=[O:15])[N:13]=[C:12]([CH2:16][C:17]2([C:23]3[CH:28]=[CH:27][CH:26]=[CH:25][CH:24]=3)[CH2:18][CH2:19][CH2:20][CH2:21][CH2:22]2)[N:11]2[CH2:29][CH2:30][N:31]([CH:34]([CH3:36])[CH3:35])[C:32](=[O:33])[C:10]=12. The catalyst class is: 5. (2) Reactant: [C:1]([O:5][C:6](=[O:13])[NH:7][C@H:8]([C:10](=O)[NH2:11])[CH3:9])([CH3:4])([CH3:3])[CH3:2].F[B-](F)(F)F.C([O+](CC)CC)C.N[C:27]1[C:28]([NH:39][C:40]2[CH:45]=[CH:44][CH:43]=[CH:42][CH:41]=2)=[C:29]([C:35]([F:38])=[CH:36][CH:37]=1)[CH2:30][O:31][C:32](=[O:34])[CH3:33]. Product: [C:1]([O:5][C:6]([NH:7][C@H:8]([C:10]1[N:39]([C:40]2[CH:41]=[CH:42][CH:43]=[CH:44][CH:45]=2)[C:28]2[C:29]([CH2:30][O:31][C:32](=[O:34])[CH3:33])=[C:35]([F:38])[CH:36]=[CH:37][C:27]=2[N:11]=1)[CH3:9])=[O:13])([CH3:4])([CH3:3])[CH3:2]. The catalyst class is: 2.